From a dataset of Catalyst prediction with 721,799 reactions and 888 catalyst types from USPTO. Predict which catalyst facilitates the given reaction. (1) Reactant: [CH3:1][C:2]1([CH3:10])[O:9][C:7](=[O:8])[CH2:6][C:4](=[O:5])[O:3]1.C1CCC(N=C=NC2CCCCC2)CC1.[C:26]([O:30][C:31]([N:33]1[CH2:36][CH:35]([C:37](O)=[O:38])[CH2:34]1)=[O:32])([CH3:29])([CH3:28])[CH3:27].C1CCCCC1. Product: [C:26]([O:30][C:31]([N:33]1[CH2:36][CH:35]([C:37]([CH:6]2[C:7](=[O:8])[O:9][C:2]([CH3:10])([CH3:1])[O:3][C:4]2=[O:5])=[O:38])[CH2:34]1)=[O:32])([CH3:29])([CH3:28])[CH3:27]. The catalyst class is: 166. (2) Reactant: [NH2:1][C@H:2]([C:5]1[N:14]([C:15]2[CH:20]=[CH:19][CH:18]=[C:17]([F:21])[CH:16]=2)[C:13](=[O:22])[C:12]2[C:7](=[CH:8][CH:9]=[CH:10][C:11]=2[Cl:23])[N:6]=1)[CH2:3][CH3:4].Cl[C:25]1[N:30]=[CH:29][N:28]=[C:27]([NH2:31])[C:26]=1[C:32]1[N:33]=[N:34][N:35]([CH3:37])[N:36]=1.CCN(C(C)C)C(C)C. Product: [NH2:31][C:27]1[N:28]=[CH:29][N:30]=[C:25]([NH:1][C@H:2]([C:5]2[N:14]([C:15]3[CH:20]=[CH:19][CH:18]=[C:17]([F:21])[CH:16]=3)[C:13](=[O:22])[C:12]3[C:7](=[CH:8][CH:9]=[CH:10][C:11]=3[Cl:23])[N:6]=2)[CH2:3][CH3:4])[C:26]=1[C:32]1[N:33]=[N:34][N:35]([CH3:37])[N:36]=1. The catalyst class is: 114.